From a dataset of Forward reaction prediction with 1.9M reactions from USPTO patents (1976-2016). Predict the product of the given reaction. (1) Given the reactants C(=O)([O:5][C:6]1[CH:11]=[CH:10][C:9]([S:12]([N:15]2[C:24]3[C:19](=[CH:20][CH:21]=[C:22]([CH3:25])[CH:23]=3)[NH:18][C:17](=[O:26])[C@@H:16]2[CH2:27][CH3:28])(=[O:14])=[O:13])=[CH:8][CH:7]=1)OCC.I[CH2:31][CH3:32].C([C@@H]1N(S(C2C=CC(O)=CC=2)(=O)=O)C2C(=CC=C(F)C=2)N(CCC)C1=O)C, predict the reaction product. The product is: [CH2:31]([N:18]1[C:19]2[C:24](=[CH:23][C:22]([CH3:25])=[CH:21][CH:20]=2)[N:15]([S:12]([C:9]2[CH:10]=[CH:11][C:6]([OH:5])=[CH:7][CH:8]=2)(=[O:13])=[O:14])[C@@H:16]([CH2:27][CH3:28])[C:17]1=[O:26])[CH3:32]. (2) Given the reactants [CH3:1][C:2]1[S:3][C:4]([S:8](Cl)(=[O:10])=[O:9])=[C:5]([CH3:7])[N:6]=1.[NH3:12], predict the reaction product. The product is: [CH3:1][C:2]1[S:3][C:4]([S:8]([NH2:12])(=[O:10])=[O:9])=[C:5]([CH3:7])[N:6]=1. (3) The product is: [OH:12][CH2:10][C:9]1([CH2:16][CH2:15][OH:14])[CH:8]=[CH:7][S:6][CH2:5]1. Given the reactants C(C[C:5]1[S:6][CH:7]=[CH:8][C:9]=1[C:10]([OH:12])=O)(O)=O.O.[O:14]1CC[CH2:16][CH2:15]1, predict the reaction product. (4) Given the reactants [C:1]([NH:4][C:5](=O)[CH2:6][C:7]1[C:8]([CH2:19][CH3:20])=[C:9]([C:16](=O)[CH3:17])[N:10]2[C:15]=1[CH:14]=[CH:13][CH:12]=[CH:11]2)(=O)[CH3:2].[H-].[Al+3].[Li+].[H-].[H-].[H-].[C@H](O)(C([O-])=O)[C@@H](O)C([O-])=O.[Na+].[K+], predict the reaction product. The product is: [CH2:19]([C:8]1[C:7]([CH2:6][CH2:5][NH:4][CH2:1][CH3:2])=[C:15]2[N:10]([C:9]=1[CH2:16][CH3:17])[CH:11]=[CH:12][CH:13]=[CH:14]2)[CH3:20]. (5) Given the reactants [Cl:1][C:2]1[C:10]([CH3:11])=[N:9][C:8]2[N:4]([N:5]=[C:6]3[CH2:14][N:13]([C:15]([C:17]4[CH:22]=[CH:21][CH:20]=[CH:19][C:18]=4[O:23][CH:24]4[CH2:28][CH2:27][NH:26][CH2:25]4)=[O:16])[CH2:12][C:7]3=2)[C:3]=1[CH3:29].C=O.[BH4-].[Na+].[C:34](O)(C(F)(F)F)=O, predict the reaction product. The product is: [Cl:1][C:2]1[C:10]([CH3:11])=[N:9][C:8]2[N:4]([N:5]=[C:6]3[CH2:14][N:13]([C:15]([C:17]4[CH:22]=[CH:21][CH:20]=[CH:19][C:18]=4[O:23][CH:24]4[CH2:28][CH2:27][N:26]([CH3:34])[CH2:25]4)=[O:16])[CH2:12][C:7]3=2)[C:3]=1[CH3:29]. (6) Given the reactants [OH:1][C:2]1[C:7]2[C:8](=[O:19])[N:9]3[CH:17]([CH3:18])[CH2:16][C:11]4[CH:12]=[CH:13][CH:14]=[C:15]([C:10]3=4)[C:6]=2[O:5][C:4](=[O:20])[CH:3]=1.[Br:21]N1C(=O)CCC1=O, predict the reaction product. The product is: [Br:21][C:3]1[C:4](=[O:20])[O:5][C:6]2[C:15]3[C:10]4=[C:11]([CH2:16][CH:17]([CH3:18])[N:9]4[C:8](=[O:19])[C:7]=2[C:2]=1[OH:1])[CH:12]=[CH:13][CH:14]=3.